From a dataset of Full USPTO retrosynthesis dataset with 1.9M reactions from patents (1976-2016). Predict the reactants needed to synthesize the given product. (1) Given the product [Cl:1][C:2]1[CH:7]=[C:6]([NH:8][C:23](=[O:24])[C:22]2[CH:26]=[CH:27][CH:28]=[C:20]([C:19]([F:18])([F:29])[F:30])[CH:21]=2)[CH:5]=[CH:4][N:3]=1, predict the reactants needed to synthesize it. The reactants are: [Cl:1][C:2]1[CH:7]=[C:6]([NH2:8])[CH:5]=[CH:4][N:3]=1.C(N(CC)C(C)C)(C)C.[F:18][C:19]([F:30])([F:29])[C:20]1[CH:21]=[C:22]([CH:26]=[CH:27][CH:28]=1)[C:23](Cl)=[O:24]. (2) Given the product [NH2:43][CH2:42][CH2:41][CH2:40][O:39][CH2:38][CH2:37][O:36][CH2:35][CH2:34][O:33][CH2:32][CH2:31][O:30][CH2:29][CH2:28][O:27][CH2:26][CH2:25][CH2:24][NH:23][C:2]1[CH:9]=[C:8]([N:10]2[C:18]3[CH2:17][C:16]([CH3:20])([CH3:19])[CH2:15][C:14](=[O:21])[C:13]=3[C:12]([CH3:22])=[N:11]2)[CH:7]=[CH:6][C:3]=1[C:4]([NH2:5])=[O:53], predict the reactants needed to synthesize it. The reactants are: F[C:2]1[CH:9]=[C:8]([N:10]2[C:18]3[CH2:17][C:16]([CH3:20])([CH3:19])[CH2:15][C:14](=[O:21])[C:13]=3[C:12]([CH3:22])=[N:11]2)[CH:7]=[CH:6][C:3]=1[C:4]#[N:5].[NH2:23][CH2:24][CH2:25][CH2:26][O:27][CH2:28][CH2:29][O:30][CH2:31][CH2:32][O:33][CH2:34][CH2:35][O:36][CH2:37][CH2:38][O:39][CH2:40][CH2:41][CH2:42][NH2:43].C(N(C(C)C)CC)(C)C.[OH:53]O. (3) Given the product [CH2:16]([O:15][C:13](=[O:14])[CH2:12][O:6][CH2:5][C:4]1[CH:7]=[CH:8][CH:9]=[C:2]([F:1])[CH:3]=1)[CH3:17], predict the reactants needed to synthesize it. The reactants are: [F:1][C:2]1[CH:3]=[C:4]([CH:7]=[CH:8][CH:9]=1)[CH2:5][OH:6].[N+](=[CH:12][C:13]([O:15][CH2:16][CH3:17])=[O:14])=[N-].